Dataset: Forward reaction prediction with 1.9M reactions from USPTO patents (1976-2016). Task: Predict the product of the given reaction. (1) Given the reactants ClCCl.[CH:4]([C:6]1[C:7]([C:20]([O:22][CH2:23][CH3:24])=[O:21])=[C:8]([CH3:19])[N:9]([CH2:11][O:12][CH2:13][CH2:14][Si:15]([CH3:18])([CH3:17])[CH3:16])[CH:10]=1)=O.[N+:25]([CH2:28][C:29]([O:31][CH2:32][CH3:33])=[O:30])([O-:27])=[O:26].CN1CCOCC1.[Cl-].[NH4+], predict the reaction product. The product is: [CH2:32]([O:31][C:29](=[O:30])[C:28]([N+:25]([O-:27])=[O:26])=[CH:4][C:6]1[C:7]([C:20]([O:22][CH2:23][CH3:24])=[O:21])=[C:8]([CH3:19])[N:9]([CH2:11][O:12][CH2:13][CH2:14][Si:15]([CH3:18])([CH3:17])[CH3:16])[CH:10]=1)[CH3:33]. (2) The product is: [Cl:8][C:7]1[N:6]=[CH:5][C:4]([C:9]2[CH:10]=[CH:11][C:12]3[N:13]([CH:15]=[C:16]([NH:18][C:19](=[O:21])[CH3:20])[N:17]=3)[N:14]=2)=[CH:3][C:2]=1[NH:1][S:30]([C:24]1[C:25]([CH3:29])=[CH:26][CH:27]=[CH:28][C:23]=1[Cl:22])(=[O:31])=[O:32]. Given the reactants [NH2:1][C:2]1[CH:3]=[C:4]([C:9]2[CH:10]=[CH:11][C:12]3[N:13]([CH:15]=[C:16]([NH:18][C:19](=[O:21])[CH3:20])[N:17]=3)[N:14]=2)[CH:5]=[N:6][C:7]=1[Cl:8].[Cl:22][C:23]1[CH:28]=[CH:27][CH:26]=[C:25]([CH3:29])[C:24]=1[S:30](Cl)(=[O:32])=[O:31], predict the reaction product. (3) Given the reactants [CH3:1][N:2]1[CH2:6][CH2:5][CH:4]([C:7](=O)[C:8]2[CH:13]=[CH:12][CH:11]=[N:10][CH:9]=2)C1=O.[OH-].[Na+].[BH4-].[K+], predict the reaction product. The product is: [N:10]1[CH:9]=[C:8]([CH:7]2[CH2:4][CH2:5][CH2:6][N:2]2[CH3:1])[CH:13]=[CH:12][CH:11]=1. (4) Given the reactants Br[C:2]1[N:7]=[C:6]([NH:8][C:9]2[CH:14]=[C:13]([C:15]([F:18])([F:17])[F:16])[CH:12]=[CH:11][N:10]=2)[CH:5]=[C:4]([NH2:19])[CH:3]=1.C([Sn](CCCC)(CCCC)[C:25]1[S:29][CH:28]=[N:27][CH:26]=1)CCC.C1(C)C=CC=CC=1, predict the reaction product. The product is: [S:29]1[C:25]([C:2]2[N:7]=[C:6]([NH:8][C:9]3[CH:14]=[C:13]([C:15]([F:18])([F:17])[F:16])[CH:12]=[CH:11][N:10]=3)[CH:5]=[C:4]([NH2:19])[CH:3]=2)=[CH:26][N:27]=[CH:28]1. (5) Given the reactants [Br:1][C:2]1[CH:3]=[C:4]2[C:9](=[CH:10][C:11]=1[O:12][CH3:13])[CH:8]=[N:7][CH:6]=[CH:5]2.[OH:14]O, predict the reaction product. The product is: [Br:1][C:2]1[CH:3]=[C:4]2[C:9](=[CH:10][C:11]=1[O:12][CH3:13])[CH:8]=[N+:7]([O-:14])[CH:6]=[CH:5]2. (6) Given the reactants [C:1](O)([C:3](F)(F)F)=O.Br[C:9]1[CH:10]=[C:11]2[C:16](=[CH:17][CH:18]=1)[CH2:15][C@H:14]([NH:19][C:20](=[O:26])[O:21][C:22]([CH3:25])([CH3:24])[CH3:23])[CH2:13][CH2:12]2, predict the reaction product. The product is: [CH:1]([C:9]1[CH:10]=[C:11]2[C:16](=[CH:17][CH:18]=1)[CH2:15][C@H:14]([NH:19][C:20](=[O:26])[O:21][C:22]([CH3:25])([CH3:24])[CH3:23])[CH2:13][CH2:12]2)=[CH2:3]. (7) The product is: [C:1]([O:5][C:6]([N:8]1[CH2:9][CH2:10][CH:11]([C:14]2[CH:41]=[C:17]3[CH2:18][N:19]([C:23]([O:25][CH2:26][C:27]4[CH:28]=[C:29]([C:37]([F:38])([F:39])[F:40])[CH:30]=[C:31]([C:33]([F:34])([F:36])[F:35])[CH:32]=4)=[O:24])[CH2:20][CH2:21][CH2:22][N:16]3[N:15]=2)[CH2:12][CH2:13]1)=[O:7])([CH3:4])([CH3:2])[CH3:3]. Given the reactants [C:1]([O:5][C:6]([N:8]1[CH2:13][CH:12]=[C:11]([C:14]2[CH:41]=[C:17]3[CH2:18][N:19]([C:23]([O:25][CH2:26][C:27]4[CH:32]=[C:31]([C:33]([F:36])([F:35])[F:34])[CH:30]=[C:29]([C:37]([F:40])([F:39])[F:38])[CH:28]=4)=[O:24])[CH2:20][CH2:21][CH2:22][N:16]3[N:15]=2)[CH2:10][CH2:9]1)=[O:7])([CH3:4])([CH3:3])[CH3:2].[H][H], predict the reaction product.